From a dataset of Catalyst prediction with 721,799 reactions and 888 catalyst types from USPTO. Predict which catalyst facilitates the given reaction. (1) Reactant: Br[C:2]1[CH:3]=[CH:4][C:5](O)=[C:6]([C:8]2[CH:17]=[CH:16][C:15]3[C:10](=[CH:11][CH:12]=[C:13]([C:18]4[N:22](C5CCCCC5)[C:21]5[CH:29]=[CH:30][C:31]([C:33]([OH:35])=[O:34])=[CH:32][C:20]=5[N:19]=4)[CH:14]=3)[N:9]=2)C=1.C(OC([C:42]1[CH:65]=[CH:64][C:45]2N(C3CCCCC3)C([C:42]3[CH:65]=[CH:64][C:45](N)=[C:44](C=O)[CH:43]=3)=N[C:44]=2[CH:43]=1)=O)C.[N:66]1C=CC=CC=1C(=O)C.[OH-].[K+]. Product: [CH:42]1([N:22]2[C:21]3[CH:29]=[CH:30][C:31]([C:33]([OH:35])=[O:34])=[CH:32][C:20]=3[N:19]=[C:18]2[C:13]2[CH:14]=[C:15]3[C:10](=[CH:11][CH:12]=2)[N:9]=[C:8]([C:6]2[CH:5]=[CH:4][CH:3]=[CH:2][N:66]=2)[CH:17]=[CH:16]3)[CH2:65][CH2:64][CH2:45][CH2:44][CH2:43]1. The catalyst class is: 8. (2) The catalyst class is: 1. Reactant: [C:1]([O:5][C:6]([NH:8][CH:9]([C:13]1[CH:18]=[CH:17][CH:16]=[CH:15][CH:14]=1)[C:10]([OH:12])=O)=[O:7])([CH3:4])([CH3:3])[CH3:2].ClC(OCC(C)C)=O.CN1CCOCC1.Cl.[CH3:35][N:36]([CH3:44])[C:37]1[CH:38]=[C:39]([CH:41]=[CH:42][CH:43]=1)[NH2:40]. Product: [CH3:35][N:36]([CH3:44])[C:37]1[CH:38]=[C:39]([NH:40][C:10]([CH:9]([NH:8][C:6](=[O:7])[O:5][C:1]([CH3:2])([CH3:3])[CH3:4])[C:13]2[CH:18]=[CH:17][CH:16]=[CH:15][CH:14]=2)=[O:12])[CH:41]=[CH:42][CH:43]=1. (3) The catalyst class is: 10. Reactant: [CH:1](=[C:3]1[C:7]([C:14]2[CH:15]=[C:16]([CH:22]=[CH:23][CH:24]=2)[O:17][CH2:18][C:19](O)=[O:20])([C:8]2[CH:13]=[CH:12][CH:11]=[CH:10][CH:9]=2)[CH2:6][CH:5]([CH3:25])[N:4]1[CH3:26])[CH3:2].[C:27]([NH:34][CH2:35][CH2:36][NH2:37])([O:29][C:30]([CH3:33])([CH3:32])[CH3:31])=[O:28].CN(C(ON1N=NC2C=CC=CC1=2)=[N+](C)C)C.F[P-](F)(F)(F)(F)F.C1C=CC2N(O)N=NC=2C=1.CCN(C(C)C)C(C)C. Product: [CH:1](=[C:3]1[C:7]([C:14]2[CH:15]=[C:16]([CH:22]=[CH:23][CH:24]=2)[O:17][CH2:18][C:19]([NH:37][CH2:36][CH2:35][NH:34][C:27](=[O:28])[O:29][C:30]([CH3:31])([CH3:32])[CH3:33])=[O:20])([C:8]2[CH:13]=[CH:12][CH:11]=[CH:10][CH:9]=2)[CH2:6][CH:5]([CH3:25])[N:4]1[CH3:26])[CH3:2]. (4) Reactant: [N:1]1([C:7]2[CH:8]=[CH:9][C:10]3[CH2:11][N:12]([C:18]([O:20][C:21]([CH3:24])([CH3:23])[CH3:22])=[O:19])[CH2:13][CH2:14][O:15][C:16]=3[N:17]=2)[CH2:6][CH2:5][NH:4][CH2:3][CH2:2]1.C(=O)([O-])[O-].[K+].[K+].CN(C=O)C.[CH2:36](Br)[C:37]1[CH:42]=[CH:41][CH:40]=[CH:39][CH:38]=1. Product: [CH2:36]([N:4]1[CH2:5][CH2:6][N:1]([C:7]2[CH:8]=[CH:9][C:10]3[CH2:11][N:12]([C:18]([O:20][C:21]([CH3:24])([CH3:23])[CH3:22])=[O:19])[CH2:13][CH2:14][O:15][C:16]=3[N:17]=2)[CH2:2][CH2:3]1)[C:37]1[CH:42]=[CH:41][CH:40]=[CH:39][CH:38]=1. The catalyst class is: 69. (5) Reactant: [CH2:1]([O:3][C:4](=[O:20])[CH:5]([O:17][CH2:18][CH3:19])[CH2:6][C:7]1[CH:12]=[CH:11][C:10]([OH:13])=[CH:9][C:8]=1[O:14][CH2:15][CH3:16])[CH3:2].[CH3:21][C:22]1[O:26][C:25]([C:27]2[CH:32]=[CH:31][CH:30]=[CH:29][CH:28]=2)=[N:24][C:23]=1[CH2:33][CH2:34]O.C1(P(C2C=CC=CC=2)C2C=CC=CC=2)C=CC=CC=1.N(C(OC(C)(C)C)=O)=NC(OC(C)(C)C)=O. Product: [CH2:1]([O:3][C:4](=[O:20])[CH:5]([O:17][CH2:18][CH3:19])[CH2:6][C:7]1[CH:12]=[CH:11][C:10]([O:13][CH2:34][CH2:33][C:23]2[N:24]=[C:25]([C:27]3[CH:32]=[CH:31][CH:30]=[CH:29][CH:28]=3)[O:26][C:22]=2[CH3:21])=[CH:9][C:8]=1[O:14][CH2:15][CH3:16])[CH3:2]. The catalyst class is: 7.